This data is from TCR-epitope binding with 47,182 pairs between 192 epitopes and 23,139 TCRs. The task is: Binary Classification. Given a T-cell receptor sequence (or CDR3 region) and an epitope sequence, predict whether binding occurs between them. (1) The epitope is KPLEFGATSAAL. The TCR CDR3 sequence is CSVESGRGNEQFF. Result: 1 (the TCR binds to the epitope). (2) The TCR CDR3 sequence is CASSFSGPRSPQHF. The epitope is FLYNLLTRV. Result: 1 (the TCR binds to the epitope). (3) The epitope is VVYRGTTTY. The TCR CDR3 sequence is CASSSWTSGRAGELFF. Result: 0 (the TCR does not bind to the epitope). (4) The epitope is LLWNGPMAV. The TCR CDR3 sequence is CASSPQQGAYEQYF. Result: 0 (the TCR does not bind to the epitope). (5) The epitope is SEVGPEHSLAEY. The TCR CDR3 sequence is CASSQVAQGGANVLTF. Result: 1 (the TCR binds to the epitope). (6) Result: 1 (the TCR binds to the epitope). The TCR CDR3 sequence is CSARGLGVNTEAFF. The epitope is LPPIVAKEI. (7) The epitope is LPRRSGAAGA. The TCR CDR3 sequence is CASSVGGSNQPQHF. Result: 1 (the TCR binds to the epitope). (8) The epitope is ATDALMTGY. The TCR CDR3 sequence is CASTTGTIGNQPQHF. Result: 1 (the TCR binds to the epitope). (9) The epitope is EILDITPCSF. The TCR CDR3 sequence is CASRVTGTFF. Result: 1 (the TCR binds to the epitope).